From a dataset of Reaction yield outcomes from USPTO patents with 853,638 reactions. Predict the reaction yield, written as a fraction of the theoretical maximum amount of product (1.0 means a 100% yield; for example, 0.34 means a 34% yield). (1) The reactants are O1CCCCC1[O:7][CH2:8][CH2:9][N:10]1[CH:14]=[C:13]([CH:15]2[CH2:20][CH2:19][O:18][CH2:17][CH2:16]2)[N:12]=[C:11]1[CH:21]1[CH2:26][CH2:25][N:24]([C:27]([O:29][C:30]([CH3:33])([CH3:32])[CH3:31])=[O:28])[CH2:23][CH2:22]1.O1CCCC1.Cl. The catalyst is C(OCC)(=O)C. The product is [OH:7][CH2:8][CH2:9][N:10]1[CH:14]=[C:13]([CH:15]2[CH2:16][CH2:17][O:18][CH2:19][CH2:20]2)[N:12]=[C:11]1[CH:21]1[CH2:26][CH2:25][N:24]([C:27]([O:29][C:30]([CH3:33])([CH3:32])[CH3:31])=[O:28])[CH2:23][CH2:22]1. The yield is 0.790. (2) The reactants are [CH3:1][C:2]1[C:6]2[C:7](=[O:18])[N:8]([CH2:11][CH2:12][N:13]3[CH2:17][CH2:16][CH2:15][CH2:14]3)[CH2:9][CH2:10][C:5]=2[NH:4][C:3]=1[CH:19]=O.[OH:21][CH2:22][CH2:23][C:24]1[CH:32]=[CH:31][CH:30]=[C:29]2[C:25]=1[CH2:26][C:27](=[O:33])[NH:28]2. No catalyst specified. The product is [OH:21][CH2:22][CH2:23][C:24]1[CH:32]=[CH:31][CH:30]=[C:29]2[C:25]=1[C:26](=[CH:19][C:3]1[NH:4][C:5]3[CH2:10][CH2:9][N:8]([CH2:11][CH2:12][N:13]4[CH2:14][CH2:15][CH2:16][CH2:17]4)[C:7](=[O:18])[C:6]=3[C:2]=1[CH3:1])[C:27](=[O:33])[NH:28]2. The yield is 0.300. (3) The reactants are [Cl:1][C:2]1[CH:10]=[C:9]([F:11])[C:8]([F:12])=[CH:7][C:3]=1[C:4](O)=[O:5].Cl.C[N:15](C)CCCN=C=NCC.ON1C(=O)CCC1=O.N. The catalyst is CN(C)C=O.O. The product is [Cl:1][C:2]1[CH:10]=[C:9]([F:11])[C:8]([F:12])=[CH:7][C:3]=1[C:4]([NH2:15])=[O:5]. The yield is 0.760. (4) The reactants are Cl[C:2]1[CH:7]=[C:6]([C:8]2[CH:13]=[C:12]([Cl:14])[CH:11]=[CH:10][C:9]=2[O:15][CH2:16][CH3:17])[N:5]=[C:4]([NH2:18])[N:3]=1.[NH:19]1[C:27]2[C:22](=[CH:23][CH:24]=[C:25]([NH2:28])[CH:26]=2)[CH:21]=[N:20]1. No catalyst specified. The product is [Cl:14][C:12]1[CH:11]=[CH:10][C:9]([O:15][CH2:16][CH3:17])=[C:8]([C:6]2[N:5]=[C:4]([NH2:18])[N:3]=[C:2]([NH:28][C:25]3[CH:26]=[C:27]4[C:22]([CH:21]=[N:20][NH:19]4)=[CH:23][CH:24]=3)[CH:7]=2)[CH:13]=1. The yield is 0.650. (5) The reactants are [I:1][C:2]1[CH:6]=[C:5]([CH:7]2[CH2:12][CH2:11][N:10]([CH:13]3[CH2:16][O:15][CH2:14]3)[CH2:9][CH2:8]2)[N:4]([CH:17](C)C)[N:3]=1.IC1C=C(C2CCNCC2)N(C)N=1. No catalyst specified. The product is [I:1][C:2]1[CH:6]=[C:5]([CH:7]2[CH2:12][CH2:11][N:10]([CH:13]3[CH2:14][O:15][CH2:16]3)[CH2:9][CH2:8]2)[N:4]([CH3:17])[N:3]=1. The yield is 0.610. (6) The reactants are [C:1]([O:5][C:6](=[O:17])[CH2:7][C@@H:8]([CH2:15][OH:16])[CH2:9][C@H:10]([CH3:14])[CH2:11][CH2:12][CH3:13])([CH3:4])([CH3:3])[CH3:2].C(N(CC)CC)C.[S:25](Cl)([C:28]1[CH:34]=[CH:33][C:31]([CH3:32])=[CH:30][CH:29]=1)(=[O:27])=[O:26].Cl. The catalyst is C(Cl)Cl.CN(C1C=CN=CC=1)C. The product is [C:1]([O:5][C:6](=[O:17])[CH2:7][C@@H:8]([CH2:15][O:16][S:25]([C:28]1[CH:34]=[CH:33][C:31]([CH3:32])=[CH:30][CH:29]=1)(=[O:27])=[O:26])[CH2:9][C@H:10]([CH3:14])[CH2:11][CH2:12][CH3:13])([CH3:3])([CH3:2])[CH3:4]. The yield is 0.910. (7) The reactants are [CH2:1]([O:3][C:4]([C:6]1[C:18](=[O:19])[N:17]([CH:20]2[CH2:24][CH2:23][CH2:22][CH2:21]2)[C:9]2[N:10]=[C:11](S(C)=O)[N:12]=[CH:13][C:8]=2[CH:7]=1)=[O:5])[CH3:2].[C:25]([O:29][C:30]([N:32]1[CH2:37][CH2:36][N:35]([C:38]2[CH:39]=[N:40][C:41]([NH2:44])=[CH:42][CH:43]=2)[CH2:34][CH2:33]1)=[O:31])([CH3:28])([CH3:27])[CH3:26].C1(C)C=CC=CC=1. The catalyst is C(OCC)C. The product is [CH2:1]([O:3][C:4]([C:6]1[C:18](=[O:19])[N:17]([CH:20]2[CH2:24][CH2:23][CH2:22][CH2:21]2)[C:9]2[N:10]=[C:11]([NH:44][C:41]3[CH:42]=[CH:43][C:38]([N:35]4[CH2:36][CH2:37][N:32]([C:30]([O:29][C:25]([CH3:28])([CH3:27])[CH3:26])=[O:31])[CH2:33][CH2:34]4)=[CH:39][N:40]=3)[N:12]=[CH:13][C:8]=2[CH:7]=1)=[O:5])[CH3:2]. The yield is 0.280.